From a dataset of Catalyst prediction with 721,799 reactions and 888 catalyst types from USPTO. Predict which catalyst facilitates the given reaction. (1) Reactant: [C:1]([N:20]1[CH:24]=[C:23]([C:25]2[CH:29]=[C:28]([C:30]([O:32]CC)=[O:31])[NH:27][N:26]=2)[N:22]=[CH:21]1)([C:14]1[CH:19]=[CH:18][CH:17]=[CH:16][CH:15]=1)([C:8]1[CH:13]=[CH:12][CH:11]=[CH:10][CH:9]=1)[C:2]1[CH:7]=[CH:6][CH:5]=[CH:4][CH:3]=1.[OH-].[Na+]. Product: [C:1]([N:20]1[CH:24]=[C:23]([C:25]2[CH:29]=[C:28]([C:30]([OH:32])=[O:31])[NH:27][N:26]=2)[N:22]=[CH:21]1)([C:14]1[CH:19]=[CH:18][CH:17]=[CH:16][CH:15]=1)([C:8]1[CH:9]=[CH:10][CH:11]=[CH:12][CH:13]=1)[C:2]1[CH:7]=[CH:6][CH:5]=[CH:4][CH:3]=1. The catalyst class is: 8. (2) Reactant: Cl[CH2:2][C:3]1[N:4]=[C:5]([C:9]2[O:10][CH:11]=[CH:12][CH:13]=2)[O:6][C:7]=1[CH3:8].[OH:14][C:15]1[CH:22]=[CH:21][C:18]([CH:19]=[O:20])=[CH:17][C:16]=1[O:23][CH2:24][O:25][CH3:26].C(=O)([O-])[O-].[K+].[K+].CN(C)C=O. Product: [O:10]1[CH:11]=[CH:12][CH:13]=[C:9]1[C:5]1[O:6][C:7]([CH3:8])=[C:3]([CH2:2][O:14][C:15]2[CH:22]=[CH:21][C:18]([CH:19]=[O:20])=[CH:17][C:16]=2[O:23][CH2:24][O:25][CH3:26])[N:4]=1. The catalyst class is: 6. (3) Product: [NH2:4][C@H:5]([C:13]([O-:15])=[O:14])[CH2:6][CH2:7][CH2:8][NH:9][C:10](=[NH:11])[NH2:12].[Mg+2:2].[NH2:4][C@H:5]([C:13]([O-:15])=[O:14])[CH2:6][CH2:7][CH2:8][NH:9][C:10](=[NH:11])[NH2:12]. Reactant: [OH-].[Mg+2:2].[OH-].[NH2:4][C@H:5]([C:13]([OH:15])=[O:14])[CH2:6][CH2:7][CH2:8][NH:9][C:10](=[NH:12])[NH2:11].O. The catalyst class is: 8. (4) Product: [CH2:1]([NH:8][C:9]([NH:11][C@@H:12]1[CH2:20][C@H:19]2[C@:15]([C:28]3[CH:33]=[CH:32][C:31]([O:34][CH3:35])=[C:30]([O:36][CH3:37])[CH:29]=3)([CH2:16][CH2:17][NH:18]2)[CH2:14][CH2:13]1)=[S:10])[C:2]1[CH:7]=[CH:6][CH:5]=[CH:4][CH:3]=1. Reactant: [CH2:1]([NH:8][C:9]([NH:11][C@@H:12]1[CH2:20][C@H:19]2[C@:15]([C:28]3[CH:33]=[CH:32][C:31]([O:34][CH3:35])=[C:30]([O:36][CH3:37])[CH:29]=3)([CH2:16][CH2:17][N:18]2C(OC(C)(C)C)=O)[CH2:14][CH2:13]1)=[S:10])[C:2]1[CH:7]=[CH:6][CH:5]=[CH:4][CH:3]=1.FC(F)(F)C(O)=O. The catalyst class is: 2. (5) Reactant: [C:1]([O:5][C:6]([N:8]1[CH2:13][CH2:12][CH:11]([C:14](=O)[CH3:15])[CH2:10][CH2:9]1)=[O:7])([CH3:4])([CH3:3])[CH3:2].[NH2:17][C:18]1[C:23]([CH:24]=O)=[CH:22][CH:21]=[CH:20][N:19]=1.N1CCC[C@H]1C(O)=O. Product: [C:1]([O:5][C:6]([N:8]1[CH2:13][CH2:12][CH:11]([C:14]2[CH:15]=[CH:24][C:23]3[C:18](=[N:19][CH:20]=[CH:21][CH:22]=3)[N:17]=2)[CH2:10][CH2:9]1)=[O:7])([CH3:4])([CH3:3])[CH3:2]. The catalyst class is: 51.